From a dataset of Peptide-MHC class I binding affinity with 185,985 pairs from IEDB/IMGT. Regression. Given a peptide amino acid sequence and an MHC pseudo amino acid sequence, predict their binding affinity value. This is MHC class I binding data. (1) The peptide sequence is SQIETGTPF. The MHC is HLA-B15:17 with pseudo-sequence HLA-B15:17. The binding affinity (normalized) is 0.0847. (2) The peptide sequence is SSLRYGNVL. The MHC is HLA-A02:11 with pseudo-sequence HLA-A02:11. The binding affinity (normalized) is 0.0847. (3) The peptide sequence is AMMWRIAQL. The MHC is HLA-B07:02 with pseudo-sequence HLA-B07:02. The binding affinity (normalized) is 0.0847. (4) The peptide sequence is KSAHGSPTF. The MHC is HLA-B57:01 with pseudo-sequence HLA-B57:01. The binding affinity (normalized) is 0.340. (5) The peptide sequence is YFLRRLALV. The MHC is HLA-A31:01 with pseudo-sequence HLA-A31:01. The binding affinity (normalized) is 0.228. (6) The peptide sequence is MARPADASM. The MHC is HLA-A25:01 with pseudo-sequence HLA-A25:01. The binding affinity (normalized) is 0.0847.